Dataset: Peptide-MHC class I binding affinity with 185,985 pairs from IEDB/IMGT. Task: Regression. Given a peptide amino acid sequence and an MHC pseudo amino acid sequence, predict their binding affinity value. This is MHC class I binding data. (1) The peptide sequence is SQIETGTPF. The MHC is HLA-A11:01 with pseudo-sequence HLA-A11:01. The binding affinity (normalized) is 0.0847. (2) The peptide sequence is TLLCVLPAV. The MHC is HLA-A02:01 with pseudo-sequence HLA-A02:01. The binding affinity (normalized) is 0.998.